From a dataset of Reaction yield outcomes from USPTO patents with 853,638 reactions. Predict the reaction yield, written as a fraction of the theoretical maximum amount of product (1.0 means a 100% yield; for example, 0.34 means a 34% yield). (1) The reactants are [CH:1]1([C:6]2[C:7]([OH:20])=[CH:8][C:9]([N+:17]([O-])=O)=[C:10]([CH2:12][C:13]([O:15][CH3:16])=[O:14])[CH:11]=2)[CH2:5][CH2:4][CH2:3][CH2:2]1.O. The catalyst is C(O)(=O)C.CO.[Zn]. The product is [NH2:17][C:9]1[CH:8]=[C:7]([OH:20])[C:6]([CH:1]2[CH2:5][CH2:4][CH2:3][CH2:2]2)=[CH:11][C:10]=1[CH2:12][C:13]([O:15][CH3:16])=[O:14]. The yield is 0.930. (2) The reactants are FC(F)(F)C([NH:5][CH2:6][C:7]1[CH:12]=[CH:11][C:10]([F:13])=[C:9]([CH:14]2[CH2:19][CH2:18][N:17]([C:20]([C:22]3[C:30]4[C:25](=[CH:26][N:27]=[CH:28][CH:29]=4)[NH:24][CH:23]=3)=[O:21])[CH2:16][CH2:15]2)[CH:8]=1)=O.C([O-])([O-])=O.[K+].[K+].[ClH:39].CCOCC. The catalyst is CO.O. The product is [ClH:39].[ClH:39].[NH2:5][CH2:6][C:7]1[CH:12]=[CH:11][C:10]([F:13])=[C:9]([CH:14]2[CH2:15][CH2:16][N:17]([C:20]([C:22]3[C:30]4[C:25](=[CH:26][N:27]=[CH:28][CH:29]=4)[NH:24][CH:23]=3)=[O:21])[CH2:18][CH2:19]2)[CH:8]=1. The yield is 0.400.